Predict which catalyst facilitates the given reaction. From a dataset of Catalyst prediction with 721,799 reactions and 888 catalyst types from USPTO. Reactant: [C:1]1(P([C:1]2[CH:6]=CC=[CH:3][CH:2]=2)[C:1]2[CH:6]=CC=[CH:3][CH:2]=2)[CH:6]=CC=[CH:3][CH:2]=1.C(O)CC=C.[Br:25][C:26]1[C:31]([OH:32])=[CH:30][CH:29]=[CH:28][N:27]=1.N(C(OC(C)C)=O)=NC(OC(C)C)=O. Product: [Br:25][C:26]1[C:31]([O:32][CH2:3][CH2:2][CH:1]=[CH2:6])=[CH:30][CH:29]=[CH:28][N:27]=1. The catalyst class is: 1.